From a dataset of Forward reaction prediction with 1.9M reactions from USPTO patents (1976-2016). Predict the product of the given reaction. (1) Given the reactants C([N:8]1[CH2:13][CH2:12][CH:11]([O:14][C:15]2[S:16][C:17]3[CH:23]=[C:22]([C:24]4[CH2:25][CH2:26][N:27]([S:30]([CH2:33][CH2:34][CH3:35])(=[O:32])=[O:31])[CH2:28][CH:29]=4)[CH:21]=[CH:20][C:18]=3[N:19]=2)[CH2:10][CH2:9]1)C1C=CC=CC=1.C(Cl)(=O)OC(Cl)C, predict the reaction product. The product is: [NH:8]1[CH2:9][CH2:10][CH:11]([O:14][C:15]2[S:16][C:17]3[CH:23]=[C:22]([C:24]4[CH2:25][CH2:26][N:27]([S:30]([CH2:33][CH2:34][CH3:35])(=[O:32])=[O:31])[CH2:28][CH:29]=4)[CH:21]=[CH:20][C:18]=3[N:19]=2)[CH2:12][CH2:13]1. (2) Given the reactants [Br:1][C:2]1[CH:3]=[C:4]([CH:9]=[C:10]([O:12][CH2:13][CH3:14])[CH:11]=1)[C:5](OC)=[O:6].[Li+].[BH4-], predict the reaction product. The product is: [Br:1][C:2]1[CH:3]=[C:4]([CH2:5][OH:6])[CH:9]=[C:10]([O:12][CH2:13][CH3:14])[CH:11]=1.